From a dataset of HIV replication inhibition screening data with 41,000+ compounds from the AIDS Antiviral Screen. Binary Classification. Given a drug SMILES string, predict its activity (active/inactive) in a high-throughput screening assay against a specified biological target. (1) The molecule is CCOP(=O)(OCC)C(F)=Cc1ccccc1. The result is 0 (inactive). (2) The drug is CCOC(=O)C(C)(C)Oc1ccc2c(-c3ccc(Cl)cc3)c(-c3ccc(Cl)cc3)c(=O)oc2c1. The result is 0 (inactive). (3) The compound is Oc1nc(Nc2cc(Cl)cc(Cl)c2)nc2[nH]cnc12. The result is 0 (inactive). (4) The drug is Cc1cn(C2CC=C(CO)CC2)c(=O)[nH]c1=O. The result is 0 (inactive). (5) The drug is N=C(CSS(=O)(=O)O)NCC1CC2CCC1C2. The result is 0 (inactive). (6) The molecule is CCC1(CC)C(=O)N(C(=O)c2ccccc2)N(C(=O)c2ccc(Cl)cc2)C1=O. The result is 0 (inactive). (7) The compound is CC(C)CC1C(=O)OC(C)(C)OC1=O. The result is 0 (inactive).